From a dataset of Full USPTO retrosynthesis dataset with 1.9M reactions from patents (1976-2016). Predict the reactants needed to synthesize the given product. (1) The reactants are: [NH2:1][C:2]1[CH:3]=[CH:4][C:5]([NH:24][C:25]([O:27][C:28]([CH3:31])([CH3:30])[CH3:29])=[O:26])=[C:6]([C:8]#[C:9][C:10]2[CH:11]=[C:12]([NH:16][C:17](=[O:23])[O:18][C:19]([CH3:22])([CH3:21])[CH3:20])[CH:13]=[N:14][CH:15]=2)[CH:7]=1. Given the product [NH2:1][C:2]1[CH:3]=[CH:4][C:5]([NH:24][C:25]([O:27][C:28]([CH3:31])([CH3:30])[CH3:29])=[O:26])=[C:6]([CH2:8][CH2:9][C:10]2[CH:11]=[C:12]([NH:16][C:17](=[O:23])[O:18][C:19]([CH3:22])([CH3:21])[CH3:20])[CH:13]=[N:14][CH:15]=2)[CH:7]=1, predict the reactants needed to synthesize it. (2) Given the product [O:1]1[C:5]2([CH2:10][CH2:9][C:8](=[N:18][S:16]([C:13]([CH3:15])([CH3:14])[CH3:12])=[O:17])[CH2:7][CH2:6]2)[O:4][CH2:3][CH2:2]1, predict the reactants needed to synthesize it. The reactants are: [O:1]1[C:5]2([CH2:10][CH2:9][C:8](=O)[CH2:7][CH2:6]2)[O:4][CH2:3][CH2:2]1.[CH3:12][C:13]([S:16]([NH2:18])=[O:17])([CH3:15])[CH3:14].C([O-])(O)=O.[Na+]. (3) The reactants are: [C:1]([C:3]1[CH:4]=[C:5]([CH:9]=[CH:10][C:11]=1F)[C:6]([OH:8])=[O:7])#[N:2].[C:13]1([C:20]2[CH:25]=[CH:24][CH:23]=[CH:22][CH:21]=2)[C:14]([OH:19])=[CH:15][CH:16]=[CH:17][CH:18]=1.C(=O)([O-])[O-].[K+].[K+]. Given the product [C:13]1([C:20]2[CH:21]=[CH:22][CH:23]=[CH:24][CH:25]=2)[CH:18]=[CH:17][CH:16]=[CH:15][C:14]=1[O:19][C:11]1[CH:10]=[CH:9][C:5]([C:6]([OH:8])=[O:7])=[CH:4][C:3]=1[C:1]#[N:2], predict the reactants needed to synthesize it.